From a dataset of Forward reaction prediction with 1.9M reactions from USPTO patents (1976-2016). Predict the product of the given reaction. (1) The product is: [CH2:29]([O:28][C:13]1[CH:12]=[C:11]([CH:16]=[CH:15][C:14]=1[NH:17][S:18]([C:21]1[CH:26]=[CH:25][C:24]([CH3:27])=[CH:23][CH:22]=1)(=[O:20])=[O:19])[O:10][C:8]1[CH:7]=[CH:6][C:5]([NH:33][S:34]([C:37]2[CH:42]=[CH:41][C:40]([CH3:43])=[CH:39][CH:38]=2)(=[O:35])=[O:36])=[C:4]([CH:9]=1)[C:3]([OH:44])=[O:2])[CH:30]([CH3:32])[CH3:31]. Given the reactants C[O:2][C:3](=[O:44])[C:4]1[CH:9]=[C:8]([O:10][C:11]2[CH:16]=[CH:15][C:14]([NH:17][S:18]([C:21]3[CH:26]=[CH:25][C:24]([CH3:27])=[CH:23][CH:22]=3)(=[O:20])=[O:19])=[C:13]([O:28][CH2:29][CH:30]([CH3:32])[CH3:31])[CH:12]=2)[CH:7]=[CH:6][C:5]=1[NH:33][S:34]([C:37]1[CH:42]=[CH:41][C:40]([CH3:43])=[CH:39][CH:38]=1)(=[O:36])=[O:35].[Li+].[OH-].O.Cl, predict the reaction product. (2) Given the reactants [Br:1][C:2]1[N:3]=[CH:4][N:5]([CH2:7][C:8]2[CH:19]=[CH:18][C:11]3[N:12]=[C:13](S(C)=O)[S:14][C:10]=3[CH:9]=2)[CH:6]=1.[NH2:20][C@@H:21]1[CH2:26][CH2:25][CH2:24][CH2:23][C@H:22]1[OH:27].CCN(C(C)C)C(C)C.O, predict the reaction product. The product is: [Br:1][C:2]1[N:3]=[CH:4][N:5]([CH2:7][C:8]2[CH:19]=[CH:18][C:11]3[N:12]=[C:13]([NH:20][C@@H:21]4[CH2:26][CH2:25][CH2:24][CH2:23][C@H:22]4[OH:27])[S:14][C:10]=3[CH:9]=2)[CH:6]=1. (3) Given the reactants IC1[CH:7]=[CH:6][C:5]([CH3:8])=[CH:4][CH:3]=1.[F:9][C:10]([F:18])([C:14]([F:17])([F:16])[F:15])[C:11]([O-])=O.[K+].O.CCOCC, predict the reaction product. The product is: [CH3:8][C:5]1[CH:6]=[CH:7][C:11]([C:10]([F:18])([F:9])[C:14]([F:17])([F:16])[F:15])=[CH:3][CH:4]=1. (4) Given the reactants C([O:3][C:4](=[O:25])[CH2:5][CH2:6][C:7](=[O:24])[C@@H:8]([NH:16][C:17]([O:19][C:20]([CH3:23])([CH3:22])[CH3:21])=[O:18])[CH2:9][C:10]1[CH:15]=[CH:14][CH:13]=[CH:12][CH:11]=1)C.[Li+].[OH-].C(O)(=O)C, predict the reaction product. The product is: [C:10]1([CH2:9][C@H:8]([NH:16][C:17]([O:19][C:20]([CH3:23])([CH3:22])[CH3:21])=[O:18])[C:7](=[O:24])[CH2:6][CH2:5][C:4]([OH:25])=[O:3])[CH:15]=[CH:14][CH:13]=[CH:12][CH:11]=1. (5) Given the reactants [CH:1]([Si:4](Cl)([CH:8]([CH3:10])[CH3:9])[CH:5]([CH3:7])[CH3:6])([CH3:3])[CH3:2].[C:12]1([CH:18]([CH:22]([OH:24])[CH3:23])[CH2:19][CH2:20][OH:21])[CH:17]=[CH:16][CH:15]=[CH:14][CH:13]=1.N1C=CN=C1.C(OCC)(=O)C, predict the reaction product. The product is: [C:12]1([CH:18]([CH2:19][CH2:20][O:21][Si:4]([CH:8]([CH3:10])[CH3:9])([CH:5]([CH3:7])[CH3:6])[CH:1]([CH3:3])[CH3:2])[CH:22]([OH:24])[CH3:23])[CH:17]=[CH:16][CH:15]=[CH:14][CH:13]=1. (6) Given the reactants C([O:5][C:6]([N:8]([CH3:27])[N:9]1[C:18]2[C:13](=[CH:14][C:15]([I:20])=[CH:16][C:17]=2[F:19])[C:12](=[O:21])[C:11]([C:22]([O:24][CH2:25][CH3:26])=[O:23])=[CH:10]1)=O)(C)(C)C.C=O, predict the reaction product. The product is: [F:19][C:17]1[CH:16]=[C:15]([I:20])[CH:14]=[C:13]2[C:18]=1[N:9]([N:8]([CH2:6][OH:5])[CH3:27])[CH:10]=[C:11]([C:22]([O:24][CH2:25][CH3:26])=[O:23])[C:12]2=[O:21].